The task is: Predict the reaction yield, written as a fraction of the theoretical maximum amount of product (1.0 means a 100% yield; for example, 0.34 means a 34% yield).. This data is from Reaction yield outcomes from USPTO patents with 853,638 reactions. The product is [Cl:1][C:17]1[CH:18]=[C:12]([O:11][CH:10]([F:19])[F:9])[CH:13]=[CH:14][C:15]=1[NH2:16]. The reactants are [Cl:1]N1C(=O)CCC1=O.[F:9][CH:10]([F:19])[O:11][C:12]1[CH:18]=[CH:17][C:15]([NH2:16])=[CH:14][CH:13]=1. The yield is 0.534. The catalyst is C(#N)C.